This data is from Catalyst prediction with 721,799 reactions and 888 catalyst types from USPTO. The task is: Predict which catalyst facilitates the given reaction. Reactant: [C:1]([OH:9])(=O)[C:2]1[CH:7]=[CH:6][CH:5]=[CH:4][CH:3]=1.C(N1C=CN=C1)(N1C=CN=C1)=O.[CH2:22]([O:24][P:25]([C:30]1[C:31](=[O:45])[NH:32][C:33]2[C:38]([CH:39]=1)=[CH:37][C:36]([S:40]([NH2:43])(=[O:42])=[O:41])=[C:35]([Cl:44])[CH:34]=2)(=[O:29])[O:26][CH2:27][CH3:28])[CH3:23].C1CCN2C(=NCCC2)CC1.Cl. Product: [CH2:27]([O:26][P:25]([C:30]1[C:31](=[O:45])[NH:32][C:33]2[C:38]([CH:39]=1)=[CH:37][C:36]([S:40]([NH:43][C:1](=[O:9])[C:2]1[CH:3]=[CH:4][CH:5]=[CH:6][CH:7]=1)(=[O:41])=[O:42])=[C:35]([Cl:44])[CH:34]=2)(=[O:29])[O:24][CH2:22][CH3:23])[CH3:28]. The catalyst class is: 1.